From a dataset of Reaction yield outcomes from USPTO patents with 853,638 reactions. Predict the reaction yield, written as a fraction of the theoretical maximum amount of product (1.0 means a 100% yield; for example, 0.34 means a 34% yield). (1) The reactants are [Br:1][C:2]1[CH:7]=[CH:6][CH:5]=[C:4]([CH2:8]Br)[CH:3]=1.C(N(CC)CC)C.[N:17]1([C:23]([O:25][C:26]([CH3:29])([CH3:28])[CH3:27])=[O:24])[CH2:22][CH2:21][NH:20][CH2:19][CH2:18]1. The catalyst is C1COCC1. The product is [Br:1][C:2]1[CH:3]=[C:4]([CH:5]=[CH:6][CH:7]=1)[CH2:8][N:20]1[CH2:19][CH2:18][N:17]([C:23]([O:25][C:26]([CH3:29])([CH3:28])[CH3:27])=[O:24])[CH2:22][CH2:21]1. The yield is 0.920. (2) The reactants are [CH3:1][NH:2][CH2:3][C:4]1[N:5]=[C:6]([NH:9][C:10](=[O:16])[O:11][C:12]([CH3:15])([CH3:14])[CH3:13])[S:7][CH:8]=1.[CH3:17][C:18]1[C:19]([C:24](O)=[O:25])=[N:20][CH:21]=[CH:22][N:23]=1.C1CCC(N=C=NC2CCCCC2)CC1. The catalyst is C(Cl)Cl. The product is [CH3:1][N:2]([CH2:3][C:4]1[N:5]=[C:6]([NH:9][C:10](=[O:16])[O:11][C:12]([CH3:13])([CH3:15])[CH3:14])[S:7][CH:8]=1)[C:24]([C:19]1[C:18]([CH3:17])=[N:23][CH:22]=[CH:21][N:20]=1)=[O:25]. The yield is 0.680. (3) The reactants are [F:1][C:2]1[CH:7]=[CH:6][C:5]([OH:8])=[CH:4][CH:3]=1.[CH3:9][C:10]([CH3:15])=[CH:11][C:12](Cl)=[O:13].C(N(CC)CC)C. The catalyst is C(OC(C)C)(C)C. The product is [F:1][C:2]1[CH:7]=[CH:6][C:5]([O:8][C:12](=[O:13])[CH:11]=[C:10]([CH3:15])[CH3:9])=[CH:4][CH:3]=1. The yield is 0.870. (4) The product is [F:15][C:16]1[C:23]([CH3:24])=[CH:22][CH:21]=[C:20]([F:25])[C:17]=1[CH:18]([OH:19])[CH2:7][C:8]([O:10][C:11]([CH3:14])([CH3:13])[CH3:12])=[O:9]. The yield is 0.560. The reactants are Cl[Si](C)(C)C.Br[CH2:7][C:8]([O:10][C:11]([CH3:14])([CH3:13])[CH3:12])=[O:9].[F:15][C:16]1[C:23]([CH3:24])=[CH:22][CH:21]=[C:20]([F:25])[C:17]=1[CH:18]=[O:19]. The catalyst is O1CCCC1.[Zn].